The task is: Predict the product of the given reaction.. This data is from Forward reaction prediction with 1.9M reactions from USPTO patents (1976-2016). Given the reactants C(OC(=O)[NH:7][C@H:8]1[C:14](=[O:15])[NH:13][C:12]2[CH:16]=[CH:17][CH:18]=[CH:19][C:11]=2[O:10][C@H:9]1[CH2:20][CH3:21])(C)(C)C.P(=O)(O)(O)O, predict the reaction product. The product is: [NH2:7][C@H:8]1[C:14](=[O:15])[NH:13][C:12]2[CH:16]=[CH:17][CH:18]=[CH:19][C:11]=2[O:10][C@H:9]1[CH2:20][CH3:21].